From a dataset of Forward reaction prediction with 1.9M reactions from USPTO patents (1976-2016). Predict the product of the given reaction. (1) Given the reactants [F:1][C:2]1[CH:21]=[CH:20][C:5]([O:6][C:7]2[N:15]=[CH:14][C:13]([C:16]([F:19])([F:18])[F:17])=[CH:12][C:8]=2[C:9](O)=[O:10])=[CH:4][CH:3]=1.Cl.[NH2:23][CH2:24][C:25]1[CH:34]=[CH:33][C:28]([C:29]([O:31][CH3:32])=[O:30])=[CH:27][CH:26]=1, predict the reaction product. The product is: [F:1][C:2]1[CH:3]=[CH:4][C:5]([O:6][C:7]2[C:8]([C:9]([NH:23][CH2:24][C:25]3[CH:26]=[CH:27][C:28]([C:29]([O:31][CH3:32])=[O:30])=[CH:33][CH:34]=3)=[O:10])=[CH:12][C:13]([C:16]([F:19])([F:17])[F:18])=[CH:14][N:15]=2)=[CH:20][CH:21]=1. (2) Given the reactants [CH3:1][C:2]1[CH:7]=[C:6]([O:8][CH:9]2[CH2:13][CH2:12][O:11][CH2:10]2)[CH:5]=[CH:4][C:3]=1[C:14]1[C:15]2[CH:22]=[C:21]([CH2:23][O:24][C:25]3[CH:30]=[CH:29][C:28]([C@@H:31]([C:38]#[C:39][CH3:40])[CH2:32][C:33]([O:35]CC)=[O:34])=[CH:27][CH:26]=3)[CH:20]=[CH:19][C:16]=2[S:17][CH:18]=1.[Li+].[OH-].Cl, predict the reaction product. The product is: [CH3:1][C:2]1[CH:7]=[C:6]([O:8][CH:9]2[CH2:13][CH2:12][O:11][CH2:10]2)[CH:5]=[CH:4][C:3]=1[C:14]1[C:15]2[CH:22]=[C:21]([CH2:23][O:24][C:25]3[CH:26]=[CH:27][C:28]([C@@H:31]([C:38]#[C:39][CH3:40])[CH2:32][C:33]([OH:35])=[O:34])=[CH:29][CH:30]=3)[CH:20]=[CH:19][C:16]=2[S:17][CH:18]=1. (3) Given the reactants [CH3:1][O:2][C:3]1[CH:34]=[C:33]([O:35][CH3:36])[CH:32]=[CH:31][C:4]=1[CH2:5][N:6]1[C:26]2[C:15]3=[CH:16][C:17]4[CH:18]=[C:19]([CH2:24][OH:25])[N:20]([CH3:23])[C:21]=4[CH:22]=[C:14]3[CH2:13][CH2:12][CH2:11][C:10]=2[CH:9]=[C:8]([C:27]([OH:29])=[O:28])[C:7]1=[O:30], predict the reaction product. The product is: [CH3:1][O:2][C:3]1[CH:34]=[C:33]([O:35][CH3:36])[CH:32]=[CH:31][C:4]=1[CH2:5][N:6]1[C:26]2[C:15]3=[CH:16][C:17]4[CH:18]=[C:19]([CH:24]=[O:25])[N:20]([CH3:23])[C:21]=4[CH:22]=[C:14]3[CH2:13][CH2:12][CH2:11][C:10]=2[CH:9]=[C:8]([C:27]([OH:29])=[O:28])[C:7]1=[O:30].